Dataset: Catalyst prediction with 721,799 reactions and 888 catalyst types from USPTO. Task: Predict which catalyst facilitates the given reaction. (1) Reactant: [CH2:1]([O:8][C:9]([N:11]1[CH2:15][C:14](=[N:16][O:17][CH3:18])[CH:13]([CH2:19][OH:20])[CH2:12]1)=[O:10])[C:2]1[CH:7]=[CH:6][CH:5]=[CH:4][CH:3]=1.CCN(CC)CC.[S:28](Cl)([C:31]1[CH:37]=[CH:36][C:34]([CH3:35])=[CH:33][CH:32]=1)(=[O:30])=[O:29]. Product: [CH2:1]([O:8][C:9]([N:11]1[CH2:12][CH:13]([CH2:19][O:20][S:28]([C:31]2[CH:37]=[CH:36][C:34]([CH3:35])=[CH:33][CH:32]=2)(=[O:30])=[O:29])[C:14](=[N:16][O:17][CH3:18])[CH2:15]1)=[O:10])[C:2]1[CH:7]=[CH:6][CH:5]=[CH:4][CH:3]=1. The catalyst class is: 2. (2) Reactant: [OH:1][CH:2]([CH2:5][O:6][CH3:7])[C:3]#[N:4].ClCCl.C(N(CC)CC)C.[CH3:18][S:19](Cl)(=[O:21])=[O:20]. Product: [C:3]([CH:2]([O:1][S:19]([CH3:18])(=[O:21])=[O:20])[CH2:5][O:6][CH3:7])#[N:4]. The catalyst class is: 6. (3) Reactant: [CH3:1][O:2][C:3](=[O:12])[CH2:4][C:5]1[CH:10]=[CH:9][C:8]([OH:11])=[CH:7][CH:6]=1.[CH3:13][C:14]([CH3:18])=[CH:15][CH:16]=O.C1(B(O)O)C=CC=CC=1.C(O)(=O)C. Product: [CH3:1][O:2][C:3](=[O:12])[CH2:4][C:5]1[CH:6]=[C:7]2[C:8](=[CH:9][CH:10]=1)[O:11][C:14]([CH3:18])([CH3:13])[CH:15]=[CH:16]2. The catalyst class is: 11. (4) Reactant: [Br:1][C:2]1[CH:3]=[C:4]([NH:8][C:9](=O)[CH2:10][C:11]2[CH:16]=[CH:15][CH:14]=[CH:13][CH:12]=2)[CH:5]=[CH:6][CH:7]=1.[OH-].[Na+].Cl. Product: [Br:1][C:2]1[CH:3]=[C:4]([CH:5]=[CH:6][CH:7]=1)[NH:8][CH2:9][CH2:10][C:11]1[CH:16]=[CH:15][CH:14]=[CH:13][CH:12]=1. The catalyst class is: 7.